The task is: Regression. Given two drug SMILES strings and cell line genomic features, predict the synergy score measuring deviation from expected non-interaction effect.. This data is from NCI-60 drug combinations with 297,098 pairs across 59 cell lines. (1) Drug 1: CC12CCC3C(C1CCC2O)C(CC4=C3C=CC(=C4)O)CCCCCCCCCS(=O)CCCC(C(F)(F)F)(F)F. Drug 2: C1CNP(=O)(OC1)N(CCCl)CCCl. Cell line: KM12. Synergy scores: CSS=-3.22, Synergy_ZIP=1.57, Synergy_Bliss=2.02, Synergy_Loewe=-2.31, Synergy_HSA=-1.78. (2) Drug 1: C1CC(C1)(C(=O)O)C(=O)O.[NH2-].[NH2-].[Pt+2]. Drug 2: CCN(CC)CCNC(=O)C1=C(NC(=C1C)C=C2C3=C(C=CC(=C3)F)NC2=O)C. Cell line: SK-MEL-28. Synergy scores: CSS=-6.67, Synergy_ZIP=3.70, Synergy_Bliss=2.99, Synergy_Loewe=-8.85, Synergy_HSA=-10.5. (3) Drug 1: CCCS(=O)(=O)NC1=C(C(=C(C=C1)F)C(=O)C2=CNC3=C2C=C(C=N3)C4=CC=C(C=C4)Cl)F. Drug 2: CCC1(C2=C(COC1=O)C(=O)N3CC4=CC5=C(C=CC(=C5CN(C)C)O)N=C4C3=C2)O.Cl. Cell line: PC-3. Synergy scores: CSS=6.25, Synergy_ZIP=-3.49, Synergy_Bliss=0.718, Synergy_Loewe=-17.1, Synergy_HSA=-0.615. (4) Drug 1: CC1CCC2CC(C(=CC=CC=CC(CC(C(=O)C(C(C(=CC(C(=O)CC(OC(=O)C3CCCCN3C(=O)C(=O)C1(O2)O)C(C)CC4CCC(C(C4)OC)O)C)C)O)OC)C)C)C)OC. Drug 2: CC1=C(N=C(N=C1N)C(CC(=O)N)NCC(C(=O)N)N)C(=O)NC(C(C2=CN=CN2)OC3C(C(C(C(O3)CO)O)O)OC4C(C(C(C(O4)CO)O)OC(=O)N)O)C(=O)NC(C)C(C(C)C(=O)NC(C(C)O)C(=O)NCCC5=NC(=CS5)C6=NC(=CS6)C(=O)NCCC[S+](C)C)O. Cell line: MDA-MB-435. Synergy scores: CSS=6.75, Synergy_ZIP=-0.244, Synergy_Bliss=2.78, Synergy_Loewe=0.404, Synergy_HSA=0.868. (5) Drug 2: C1CN(CCN1C(=O)CCBr)C(=O)CCBr. Cell line: BT-549. Synergy scores: CSS=15.4, Synergy_ZIP=-3.11, Synergy_Bliss=0.921, Synergy_Loewe=-0.612, Synergy_HSA=-0.225. Drug 1: CC1=C(C=C(C=C1)C(=O)NC2=CC(=CC(=C2)C(F)(F)F)N3C=C(N=C3)C)NC4=NC=CC(=N4)C5=CN=CC=C5. (6) Drug 2: C1=CC(=CC=C1CC(C(=O)O)N)N(CCCl)CCCl.Cl. Synergy scores: CSS=10.5, Synergy_ZIP=0.170, Synergy_Bliss=4.44, Synergy_Loewe=0.0627, Synergy_HSA=0.225. Cell line: SNB-75. Drug 1: C1CCN(CC1)CCOC2=CC=C(C=C2)C(=O)C3=C(SC4=C3C=CC(=C4)O)C5=CC=C(C=C5)O. (7) Drug 1: CC12CCC3C(C1CCC2O)C(CC4=C3C=CC(=C4)O)CCCCCCCCCS(=O)CCCC(C(F)(F)F)(F)F. Drug 2: CC12CCC3C(C1CCC2OP(=O)(O)O)CCC4=C3C=CC(=C4)OC(=O)N(CCCl)CCCl.[Na+]. Cell line: SNB-19. Synergy scores: CSS=16.7, Synergy_ZIP=-3.20, Synergy_Bliss=3.79, Synergy_Loewe=-0.154, Synergy_HSA=-0.0300.